Dataset: Full USPTO retrosynthesis dataset with 1.9M reactions from patents (1976-2016). Task: Predict the reactants needed to synthesize the given product. (1) Given the product [Cl:16][CH2:3][O:4]/[N:5]=[N+:6](\[O-:12])/[N:7]1[CH2:11][CH2:10][CH2:9][CH2:8]1, predict the reactants needed to synthesize it. The reactants are: CS[CH2:3][O:4]/[N:5]=[N+:6](\[O-:12])/[N:7]1[CH2:11][CH2:10][CH2:9][CH2:8]1.S(Cl)([Cl:16])(=O)=O. (2) Given the product [CH3:2][N:3]([CH3:4])[CH:5]([C:22]1[CH:27]=[CH:26][CH:25]=[CH:24][CH:23]=1)[CH:6]1[CH2:7][CH2:8][NH:9][CH2:10][CH2:11]1, predict the reactants needed to synthesize it. The reactants are: Br.[CH3:2][N:3]([CH:5]([C:22]1[CH:27]=[CH:26][CH:25]=[CH:24][CH:23]=1)[CH:6]1[CH2:11][CH2:10][N:9](C(OCC2C=CC=CC=2)=O)[CH2:8][CH2:7]1)[CH3:4]. (3) Given the product [CH:28]1([CH2:33][CH:34]([C:38]2[CH:43]=[CH:42][C:41]([S:44]([CH3:47])(=[O:46])=[O:45])=[C:40]([F:48])[CH:39]=2)[C:35]([NH:49][C:50]2[CH:55]=[CH:54][CH:53]=[CH:52][N:51]=2)=[O:37])[CH2:29][CH2:30][CH2:31][CH2:32]1, predict the reactants needed to synthesize it. The reactants are: C1(P(C2C=CC=CC=2)C2C=CC=CC=2)C=CC=CC=1.BrN1C(=O)CCC1=O.[CH:28]1([CH2:33][CH:34]([C:38]2[CH:43]=[CH:42][C:41]([S:44]([CH3:47])(=[O:46])=[O:45])=[C:40]([F:48])[CH:39]=2)[C:35]([OH:37])=O)[CH2:32][CH2:31][CH2:30][CH2:29]1.[NH2:49][C:50]1[CH:55]=[CH:54][CH:53]=[CH:52][N:51]=1. (4) Given the product [CH3:1][O:2][C:3]1[CH:4]=[C:5]2[C:10](=[CH:11][C:12]=1[O:13][CH3:14])[C:9](=[O:15])[N:8]([C:17]1[CH:18]=[N:19][CH:20]=[CH:21][C:22]=1[CH3:23])[CH2:7][CH2:6]2, predict the reactants needed to synthesize it. The reactants are: [CH3:1][O:2][C:3]1[CH:4]=[C:5]2[C:10](=[CH:11][C:12]=1[O:13][CH3:14])[C:9](=[O:15])[NH:8][CH2:7][CH2:6]2.I[C:17]1[CH:18]=[N:19][CH:20]=[CH:21][C:22]=1[CH3:23].P([O-])([O-])([O-])=O.[K+].[K+].[K+]. (5) Given the product [Br:16][CH:17]1[CH2:21][CH2:22][N:7]([C:1]2[CH:6]=[CH:5][CH:4]=[CH:3][CH:2]=2)[C:18]1=[O:19], predict the reactants needed to synthesize it. The reactants are: [C:1]1([NH2:7])[CH:6]=[CH:5][CH:4]=[CH:3][CH:2]=1.P([O-])([O-])([O-])=O.[K+].[K+].[K+].[Br:16][CH:17]([CH2:21][CH2:22]Br)[C:18](Cl)=[O:19].[OH-].[Na+]. (6) Given the product [C:1]([O:4][C@@H:5]1[C@@H:9]2[O:10][Si:11]([CH:25]([CH3:27])[CH3:26])([CH:22]([CH3:24])[CH3:23])[O:12][Si:13]([CH:19]([CH3:20])[CH3:21])([CH:16]([CH3:17])[CH3:18])[O:14][CH2:15][C@H:8]2[O:7][C@H:6]1[N:28]1[C:32]2[N:33]=[CH:34][N:35]=[C:36]([NH2:37])[C:31]=2[C:30]([C:38](=[NH:39])[NH2:40])=[CH:29]1)(=[O:3])[CH3:2], predict the reactants needed to synthesize it. The reactants are: [C:1]([O:4][C@@H:5]1[C@@H:9]2[O:10][Si:11]([CH:25]([CH3:27])[CH3:26])([CH:22]([CH3:24])[CH3:23])[O:12][Si:13]([CH:19]([CH3:21])[CH3:20])([CH:16]([CH3:18])[CH3:17])[O:14][CH2:15][C@H:8]2[O:7][C@H:6]1[N:28]1[C:32]2[N:33]=[CH:34][N:35]=[C:36]([NH2:37])[C:31]=2[C:30](/[C:38](=[N:40]/OC(=O)C)/[NH2:39])=[CH:29]1)(=[O:3])[CH3:2].C(O)=O.C(=O)([O-])[O-].[K+].[K+]. (7) Given the product [Cl:15][C:16]1[CH:17]=[CH:18][C:19]([C:22]2[CH:23]=[CH:24][C:25]([C:28]#[C:29][C:30]3[CH:31]=[CH:32][C:33]([O:34][CH2:35][C@H:36]([N:38]4[CH2:6][CH2:5][CH:4]([CH3:8])[CH2:3][CH2:2]4)[CH3:37])=[CH:39][CH:40]=3)=[N:26][CH:27]=2)=[CH:20][CH:21]=1, predict the reactants needed to synthesize it. The reactants are: Br[CH2:2][CH2:3][CH:4]([CH3:8])[CH2:5][CH2:6]Br.C(=O)([O-])[O-].[K+].[K+].[Cl:15][C:16]1[CH:21]=[CH:20][C:19]([C:22]2[CH:23]=[CH:24][C:25]([C:28]#[C:29][C:30]3[CH:40]=[CH:39][C:33]([O:34][CH2:35][C@H:36]([NH2:38])[CH3:37])=[CH:32][CH:31]=3)=[N:26][CH:27]=2)=[CH:18][CH:17]=1.O. (8) Given the product [ClH:21].[Cl:21][C:20]1[CH:19]=[N+:18]([O-:22])[CH:17]=[C:16]([Cl:23])[C:15]=1[CH2:14][C@@H:13]([C:24]1[CH:29]=[CH:28][C:27]([O:30][CH:31]([F:33])[F:32])=[C:26]([O:34][CH2:35][CH:36]2[CH2:37][CH2:38]2)[CH:25]=1)[O:12][C:10](=[O:11])[CH2:9][NH:8][CH2:39][C:40]1[CH:45]=[CH:44][C:43]([O:46][CH3:47])=[C:42]([O:48][CH3:49])[CH:41]=1, predict the reactants needed to synthesize it. The reactants are: C(OC([N:8]([CH2:39][C:40]1[CH:45]=[CH:44][C:43]([O:46][CH3:47])=[C:42]([O:48][CH3:49])[CH:41]=1)[CH2:9][C:10]([O:12][C@H:13]([C:24]1[CH:29]=[CH:28][C:27]([O:30][CH:31]([F:33])[F:32])=[C:26]([O:34][CH2:35][CH:36]2[CH2:38][CH2:37]2)[CH:25]=1)[CH2:14][C:15]1[C:20]([Cl:21])=[CH:19][N+:18]([O-:22])=[CH:17][C:16]=1[Cl:23])=[O:11])=O)(C)(C)C.O1CCOCC1. (9) The reactants are: [F:1][C:2]1[CH:3]=[C:4]2[C:8](=[CH:9][CH:10]=1)/[C:7](=[CH:11]\[C:12]1[CH:17]=[C:16]([O:18][CH3:19])[C:15]([OH:20])=[C:14]([O:21][CH3:22])[CH:13]=1)/[C:6]([CH3:23])=[C:5]2[CH2:24][C:25]([OH:27])=O.C(N1C=CN=C1)(N1C=CN=C1)=[O:29].CN1[CH:45]=[CH:44][CH:43]=[C:42]1[CH2:46][NH2:47].N1C=CC=CC=1. Given the product [F:1][C:2]1[CH:3]=[C:4]2[C:8](=[CH:9][CH:10]=1)/[C:7](=[CH:11]\[C:12]1[CH:13]=[C:14]([O:21][CH3:22])[C:15]([OH:20])=[C:16]([O:18][CH3:19])[CH:17]=1)/[C:6]([CH3:23])=[C:5]2[CH2:24][C:25]([NH:47][CH2:46][C:42]1[O:29][CH:45]=[CH:44][CH:43]=1)=[O:27], predict the reactants needed to synthesize it.